Predict which catalyst facilitates the given reaction. From a dataset of Catalyst prediction with 721,799 reactions and 888 catalyst types from USPTO. (1) Reactant: Cl.[Cl:2][C:3]1[CH:8]=[CH:7][CH:6]=[CH:5][C:4]=1[N:9]1[CH:13]([C:14]2[CH:19]=[CH:18][CH:17]=[C:16]([N:20]3[CH2:25][CH2:24][NH:23][CH2:22][CH2:21]3)[CH:15]=2)[CH2:12][C:11]([C:26]([F:32])([F:31])[C:27]([F:30])([F:29])[F:28])=[N:10]1.C(N(CC)CC)C.[CH3:40][S:41](Cl)(=[O:43])=[O:42]. Product: [Cl:2][C:3]1[CH:8]=[CH:7][CH:6]=[CH:5][C:4]=1[N:9]1[CH:13]([C:14]2[CH:19]=[CH:18][CH:17]=[C:16]([N:20]3[CH2:25][CH2:24][N:23]([S:41]([CH3:40])(=[O:43])=[O:42])[CH2:22][CH2:21]3)[CH:15]=2)[CH2:12][C:11]([C:26]([F:32])([F:31])[C:27]([F:29])([F:30])[F:28])=[N:10]1. The catalyst class is: 4. (2) Reactant: [O:1]1[CH:5]=[CH:4][C:3]([C:6]2[NH:17][C:9]3=[N:10][CH:11]=[CH:12][C:13]([C:14]([OH:16])=O)=[C:8]3[N:7]=2)=[CH:2]1.C1CN([P+](ON2N=NC3C=CC=CC2=3)(N2CCCC2)N2CCCC2)CC1.F[P-](F)(F)(F)(F)F.[CH3:51][S:52]([NH:55][C:56]1[CH:64]=[CH:63][C:59]([CH2:60][CH2:61][NH2:62])=[CH:58][CH:57]=1)(=[O:54])=[O:53]. Product: [CH3:51][S:52]([NH:55][C:56]1[CH:64]=[CH:63][C:59]([CH2:60][CH2:61][NH:62][C:14]([C:13]2[CH:12]=[CH:11][N:10]=[C:9]3[NH:17][C:6]([C:3]4[CH:4]=[CH:5][O:1][CH:2]=4)=[N:7][C:8]=23)=[O:16])=[CH:58][CH:57]=1)(=[O:54])=[O:53]. The catalyst class is: 3. (3) Reactant: C(OC([N:11]1[CH:16]2[CH2:17][CH:18]([CH:20]([OH:25])[C:21]([O:23][CH3:24])=[O:22])[CH2:19][CH:12]1[CH2:13][O:14][CH2:15]2)=O)C1C=CC=CC=1. Product: [CH3:24][O:23][C:21](=[O:22])[CH:20]([OH:25])[CH:18]1[CH2:19][CH:12]2[NH:11][CH:16]([CH2:15][O:14][CH2:13]2)[CH2:17]1. The catalyst class is: 19. (4) Reactant: [Cl:1][C:2]1[C:11](Cl)=[N:10][C:9]2[C:4](=[CH:5][CH:6]=[C:7]([Cl:13])[CH:8]=2)[N:3]=1.O.[NH2:15][NH2:16]. Product: [Cl:1][C:2]1[C:11]([NH:15][NH2:16])=[N:10][C:9]2[C:4](=[CH:5][CH:6]=[C:7]([Cl:13])[CH:8]=2)[N:3]=1. The catalyst class is: 14. (5) Reactant: [CH2:1]([CH:7]1[C:12](=[O:13])[CH:11]2[N:9]([C:10]2([CH3:23])[C:14]2[CH:19]=[CH:18][CH:17]=[CH:16][C:15]=2[N+:20]([O-])=O)[C:8]1=[O:24])[CH2:2][CH2:3][CH2:4][CH2:5][CH3:6]. Product: [NH2:20][C:15]1[CH:16]=[CH:17][CH:18]=[CH:19][C:14]=1[C:10]1([CH3:23])[N:9]2[CH:11]1[C:12](=[O:13])[CH:7]([CH2:1][CH2:2][CH2:3][CH2:4][CH2:5][CH3:6])[C:8]2=[O:24]. The catalyst class is: 312. (6) Reactant: [Br:1][C:2]1[CH:7]=[C:6]([Cl:8])[CH:5]=[C:4]([CH2:9][CH2:10]O)[C:3]=1[OH:12].ClCCl.CS(Cl)(=O)=O. Product: [Br:1][C:2]1[C:3]2[O:12][CH2:10][CH2:9][C:4]=2[CH:5]=[C:6]([Cl:8])[CH:7]=1. The catalyst class is: 66.